Dataset: Forward reaction prediction with 1.9M reactions from USPTO patents (1976-2016). Task: Predict the product of the given reaction. (1) Given the reactants [F:1][C:2]1[CH:7]=[CH:6][C:5]([CH3:8])=[CH:4][C:3]=1[I:9].[Br:10]N1C(=O)CCC1=O, predict the reaction product. The product is: [Br:10][CH2:8][C:5]1[CH:6]=[CH:7][C:2]([F:1])=[C:3]([I:9])[CH:4]=1. (2) The product is: [ClH:25].[N:1]12[CH2:9][CH2:8][CH:5]([CH2:6][CH2:7]1)[N:4]([C:10]1[CH:15]=[CH:14][C:13]([NH:16][C:17](=[O:24])[C:18]3[CH:23]=[CH:22][CH:21]=[CH:20][CH:19]=3)=[CH:12][CH:11]=1)[CH2:3][CH2:2]2. Given the reactants [N:1]12[CH2:9][CH2:8][CH:5]([CH2:6][CH2:7]1)[N:4]([C:10]1[CH:15]=[CH:14][C:13]([NH2:16])=[CH:12][CH:11]=1)[CH2:3][CH2:2]2.[C:17]([Cl:25])(=[O:24])[C:18]1[CH:23]=[CH:22][CH:21]=[CH:20][CH:19]=1, predict the reaction product. (3) Given the reactants [F:1][C:2]1[CH:7]=[CH:6][C:5]([F:8])=[CH:4][C:3]=1[CH2:9][CH:10]([NH:12][C:13]1[CH:18]=[CH:17][NH:16][C:15](=[O:19])[C:14]=1[C:20]1[NH:34][C:23]2=[CH:24][C:25]3[C:26](=[O:33])[N:27]([CH3:32])[C:28](=O)[C:29]=3[CH:30]=[C:22]2[N:21]=1)[CH3:11], predict the reaction product. The product is: [F:1][C:2]1[CH:7]=[CH:6][C:5]([F:8])=[CH:4][C:3]=1[CH2:9][CH:10]([NH:12][C:13]1[CH:18]=[CH:17][NH:16][C:15](=[O:19])[C:14]=1[C:20]1[NH:21][C:22]2=[CH:30][C:29]3[CH2:28][N:27]([CH3:32])[C:26](=[O:33])[C:25]=3[CH:24]=[C:23]2[N:34]=1)[CH3:11]. (4) Given the reactants [CH:1]1([NH:6][C:7]2[S:11][C:10]([NH:12][C:13]([C:15]3[CH:31]=[CH:30][C:18]([O:19][C@@H:20]4[CH2:25][CH2:24][C@H:23]([C:26]([O:28]C)=[O:27])[CH2:22][CH2:21]4)=[CH:17][CH:16]=3)=[O:14])=[N:9][N:8]=2)[CH2:5][CH2:4][CH2:3][CH2:2]1.[OH-].[Na+], predict the reaction product. The product is: [CH:1]1([NH:6][C:7]2[S:11][C:10]([NH:12][C:13]([C:15]3[CH:31]=[CH:30][C:18]([O:19][C@@H:20]4[CH2:25][CH2:24][C@H:23]([C:26]([OH:28])=[O:27])[CH2:22][CH2:21]4)=[CH:17][CH:16]=3)=[O:14])=[N:9][N:8]=2)[CH2:2][CH2:3][CH2:4][CH2:5]1. (5) Given the reactants [NH2:1][C:2]1[CH:7]=[CH:6][CH:5]=[CH:4][CH:3]=1.[CH3:8][C:9](C)([O-:11])[CH3:10].[Na+].[C:14](P(C(C)(C)C)C(C)(C)C)(C)([CH3:16])[CH3:15], predict the reaction product. The product is: [CH:15]1[C:10]2[NH:1][C:2]3[C:7](=[CH:6][CH:5]=[CH:4][CH:3]=3)[O:11][C:9]=2[CH:8]=[CH:16][CH:14]=1. (6) The product is: [CH3:23][C:22]([OH:24])([C:6]#[C:5][Si:2]([CH3:4])([CH3:3])[CH3:1])[CH2:21][N:16]1[CH:20]=[N:19][CH:18]=[N:17]1. Given the reactants [CH3:1][Si:2]([C:5]#[CH:6])([CH3:4])[CH3:3].C([Li])CCC.[Cl-].[Ce+3].[Cl-].[Cl-].[N:16]1([CH2:21][C:22](=[O:24])[CH3:23])[CH:20]=[N:19][CH:18]=[N:17]1, predict the reaction product. (7) The product is: [N+:1]([C:4]1[CH:8]=[CH:7][N:6]([S:28]([CH2:27][CH2:26][C:20]2[CH:25]=[CH:24][CH:23]=[CH:22][CH:21]=2)(=[O:30])=[O:29])[CH:5]=1)([O-:3])=[O:2]. Given the reactants [N+:1]([C:4]1[CH:8]=[CH:7][NH:6][CH:5]=1)([O-:3])=[O:2].C1CCN2C(=NCCC2)CC1.[C:20]1([CH2:26][CH2:27][S:28](Cl)(=[O:30])=[O:29])[CH:25]=[CH:24][CH:23]=[CH:22][CH:21]=1, predict the reaction product. (8) Given the reactants [C:1]([C:4]1[C:17]2[C:8](=[C:9]3[CH2:20][CH2:19][CH2:18][N:11]4[CH2:12][CH2:13][CH2:14][C:15]([CH:16]=2)=[C:10]34)[O:7][C:6](=[O:21])[C:5]=1Br)(=[O:3])[CH3:2].[C:23]1(B(O)O)[CH:28]=[CH:27][CH:26]=[CH:25][CH:24]=1.C([O-])([O-])=O.[Na+].[Na+].CN(C=O)C, predict the reaction product. The product is: [C:1]([C:4]1[C:17]2[C:8](=[C:9]3[CH2:20][CH2:19][CH2:18][N:11]4[CH2:12][CH2:13][CH2:14][C:15]([CH:16]=2)=[C:10]34)[O:7][C:6](=[O:21])[C:5]=1[C:23]1[CH:28]=[CH:27][CH:26]=[CH:25][CH:24]=1)(=[O:3])[CH3:2]. (9) Given the reactants [F:1][C:2]1[CH:7]=[CH:6][C:5]([C@@H:8]2[CH2:13][CH2:12][N:11]([C:14]([O:16][C:17]3[CH:22]=[CH:21][CH:20]=[CH:19][CH:18]=3)=[O:15])[CH2:10][C@H:9]2[CH2:23][OH:24])=[CH:4][CH:3]=1.[C:25]1(=[O:31])[O:30][C:28](=[O:29])[CH2:27][CH2:26]1, predict the reaction product. The product is: [C:28]([CH2:27][CH2:26][C:25]([O:24][CH2:23][C@H:9]1[C@H:8]([C:5]2[CH:4]=[CH:3][C:2]([F:1])=[CH:7][CH:6]=2)[CH2:13][CH2:12][N:11]([C:14]([O:16][C:17]2[CH:18]=[CH:19][CH:20]=[CH:21][CH:22]=2)=[O:15])[CH2:10]1)=[O:31])([OH:30])=[O:29]. (10) Given the reactants [O:1]=[C:2]1[CH2:7][O:6][C:5]2[N:8]=[C:9]([C:18]3[CH:32]=[CH:31][C:21]([CH2:22][NH:23]C(=O)OC(C)(C)C)=[CH:20][CH:19]=3)[C:10]([C:12]3[CH:17]=[CH:16][CH:15]=[CH:14][CH:13]=3)=[CH:11][C:4]=2[N:3]1[CH2:33][C:34]([F:37])([F:36])[F:35], predict the reaction product. The product is: [NH2:23][CH2:22][C:21]1[CH:31]=[CH:32][C:18]([C:9]2[C:10]([C:12]3[CH:13]=[CH:14][CH:15]=[CH:16][CH:17]=3)=[CH:11][C:4]3[N:3]([CH2:33][C:34]([F:37])([F:35])[F:36])[C:2](=[O:1])[CH2:7][O:6][C:5]=3[N:8]=2)=[CH:19][CH:20]=1.